This data is from Forward reaction prediction with 1.9M reactions from USPTO patents (1976-2016). The task is: Predict the product of the given reaction. (1) Given the reactants [C:1]([C:4]1[N:9]=[C:8]([C:10]2[CH:15]=[CH:14][C:13]([C@H:16]3[CH2:21][CH2:20][C@H:19]([CH2:22][C:23](O)=[O:24])[CH2:18][CH2:17]3)=[CH:12][CH:11]=2)[C:7]([CH3:26])=[N:6][C:5]=1[CH3:27])(=[O:3])[NH2:2].CCN=C=NCCCN(C)C.Cl.[CH3:40][S:41]([NH2:44])(=[O:43])=[O:42], predict the reaction product. The product is: [CH3:27][C:5]1[C:4]([C:1]([NH2:2])=[O:3])=[N:9][C:8]([C:10]2[CH:11]=[CH:12][C:13]([C@H:16]3[CH2:17][CH2:18][C@H:19]([CH2:22][C:23]([NH:44][S:41]([CH3:40])(=[O:43])=[O:42])=[O:24])[CH2:20][CH2:21]3)=[CH:14][CH:15]=2)=[C:7]([CH3:26])[N:6]=1. (2) Given the reactants [OH:1][N:2]1[C:6]2[CH:7]=[CH:8][CH:9]=[CH:10][C:5]=2[N:4]=N1.[H-].[Na+].[Cl:13][CH2:14][CH2:15][CH2:16]Br.O.[CH3:19]N1C(=O)CCC1, predict the reaction product. The product is: [Cl:13][CH2:14][CH2:15][CH2:16][O:1][N:2]1[C:6]2[CH:7]=[CH:8][CH:9]=[CH:10][C:5]=2[N:4]=[CH:19]1.